Dataset: Full USPTO retrosynthesis dataset with 1.9M reactions from patents (1976-2016). Task: Predict the reactants needed to synthesize the given product. (1) Given the product [CH2:22]([O:21][C:19]([NH:1][C@@H:2]1[CH2:11][C:10]2[C:5](=[CH:6][CH:7]=[CH:8][CH:9]=2)[CH2:4][C@H:3]1[OH:12])=[O:20])[C:23]1[CH:28]=[CH:27][CH:26]=[CH:25][CH:24]=1, predict the reactants needed to synthesize it. The reactants are: [NH2:1][C@@H:2]1[CH2:11][C:10]2[C:5](=[CH:6][CH:7]=[CH:8][CH:9]=2)[CH2:4][C@H:3]1[OH:12].C(=O)(O)[O-].[Na+].Cl[C:19]([O:21][CH2:22][C:23]1[CH:28]=[CH:27][CH:26]=[CH:25][CH:24]=1)=[O:20]. (2) Given the product [CH2:1]([C:3](=[CH:8][S:9][C:10]1[CH:11]=[CH:12][CH:13]=[CH:14][CH:15]=1)[C:4]([OH:6])=[O:5])[CH3:2], predict the reactants needed to synthesize it. The reactants are: [CH2:1](/[C:3](=[CH:8]\[S:9][C:10]1[CH:15]=[CH:14][CH:13]=[CH:12][CH:11]=1)/[C:4]([O:6]C)=[O:5])[CH3:2].[OH-].[Na+].O. (3) Given the product [Cl:27][C:24]1[CH:25]=[CH:26][C:21]([NH:20][C:19]([CH:17]2[N:16]([C:37]3[C:42]([Cl:43])=[CH:41][CH:40]=[CH:39][N:38]=3)[N:15]=[C:14]([Br:44])[CH2:18]2)=[O:36])=[C:22]([C:28](=[O:35])[NH:29][CH:30]([CH:32]2[CH2:34][CH2:33]2)[CH3:31])[CH:23]=1, predict the reactants needed to synthesize it. The reactants are: [N+](C1C=CC=CC=1S(O[C:14]1[CH2:18][CH:17]([C:19](=[O:36])[NH:20][C:21]2[CH:26]=[CH:25][C:24]([Cl:27])=[CH:23][C:22]=2[C:28](=[O:35])[NH:29][CH:30]([CH:32]2[CH2:34][CH2:33]2)[CH3:31])[N:16]([C:37]2[C:42]([Cl:43])=[CH:41][CH:40]=[CH:39][N:38]=2)[N:15]=1)(=O)=O)([O-])=O.[Br-:44].[Na+].S(=O)(=O)(O)O.[OH-].[Na+]. (4) Given the product [CH3:23][C:22]([CH3:24])=[CH:21][SiH2:20][O:11][CH:2]1[CH:3]2[CH2:9][CH:7]3[CH2:6][CH:5]([CH2:10][CH:1]1[CH2:8]3)[CH2:4]2, predict the reactants needed to synthesize it. The reactants are: [CH:1]12[CH2:10][CH:5]3[CH2:6][CH:7]([CH2:9][CH:3]([CH2:4]3)[CH:2]1[OH:11])[CH2:8]2.C(N(CC)CC)C.Cl[SiH2:20][CH:21]=[C:22]([CH3:24])[CH3:23].Cl. (5) Given the product [CH3:41][C:39]1[N:38]=[CH:37][N:36]=[C:35]([C:31]2[CH:30]=[C:29]([C:27]3[CH2:26][C:25](=[O:42])[NH:18][C:9]4[CH:10]=[C:11]([C:14]([F:15])([F:16])[F:17])[CH:12]=[CH:13][C:8]=4[N:7]=3)[CH:34]=[CH:33][CH:32]=2)[CH:40]=1, predict the reactants needed to synthesize it. The reactants are: C(OC(=O)[NH:7][C:8]1[CH:13]=[CH:12][C:11]([C:14]([F:17])([F:16])[F:15])=[CH:10][C:9]=1[NH2:18])(C)(C)C.C(O[C:25](=[O:42])[CH2:26][C:27]([C:29]1[CH:34]=[CH:33][CH:32]=[C:31]([C:35]2[CH:40]=[C:39]([CH3:41])[N:38]=[CH:37][N:36]=2)[CH:30]=1)=O)(C)(C)C. (6) Given the product [C:30]([C:32]1[CH:33]=[CH:34][C:35]([N:20]2[CH2:21][CH2:22][C:16]3[C:15]([N:23]4[CH2:28][CH2:27][O:26][CH2:25][C@@H:24]4[CH3:29])=[N:14][C:13]([C:10]4[CH:9]=[CH:8][C:7]([NH:6][C:4]([NH:3][CH2:1][CH3:2])=[O:5])=[CH:12][CH:11]=4)=[N:18][C:17]=3[CH2:19]2)=[N:36][CH:37]=1)#[N:31], predict the reactants needed to synthesize it. The reactants are: [CH2:1]([NH:3][C:4]([NH:6][C:7]1[CH:12]=[CH:11][C:10]([C:13]2[N:14]=[C:15]([N:23]3[CH2:28][CH2:27][O:26][CH2:25][C@@H:24]3[CH3:29])[C:16]3[CH2:22][CH2:21][NH:20][CH2:19][C:17]=3[N:18]=2)=[CH:9][CH:8]=1)=[O:5])[CH3:2].[C:30]([C:32]1[CH:33]=[CH:34][C:35](Cl)=[N:36][CH:37]=1)#[N:31]. (7) The reactants are: [Mg].[Cl:2][C:3]1[CH:10]=[CH:9][C:6]([CH2:7]Cl)=[C:5]([O:11][CH3:12])[CH:4]=1.[O:13]=[C:14]1[CH2:19][CH2:18][N:17]([C:20]([O:22][C:23]([CH3:26])([CH3:25])[CH3:24])=[O:21])[CH2:16][CH2:15]1. Given the product [Cl:2][C:3]1[CH:10]=[CH:9][C:6]([CH2:7][C:14]2([OH:13])[CH2:15][CH2:16][N:17]([C:20]([O:22][C:23]([CH3:25])([CH3:24])[CH3:26])=[O:21])[CH2:18][CH2:19]2)=[C:5]([O:11][CH3:12])[CH:4]=1, predict the reactants needed to synthesize it. (8) Given the product [CH3:14][O:15][C:2]1[C:7]([N+:8]([O-:10])=[O:9])=[CH:6][CH:5]=[CH:4][C:3]=1[N+:11]([O-:13])=[O:12], predict the reactants needed to synthesize it. The reactants are: Br[C:2]1[C:7]([N+:8]([O-:10])=[O:9])=[CH:6][CH:5]=[CH:4][C:3]=1[N+:11]([O-:13])=[O:12].[CH3:14][OH:15]. (9) Given the product [N+:10]([C:7]1[CH:6]=[CH:5][C:4]([S:2]([CH3:1])(=[NH:13])=[O:3])=[CH:9][CH:8]=1)([O-:12])=[O:11], predict the reactants needed to synthesize it. The reactants are: [CH3:1][S:2]([C:4]1[CH:9]=[CH:8][C:7]([N+:10]([O-:12])=[O:11])=[CH:6][CH:5]=1)=[O:3].[N-:13]=[N+]=[N-].[Na+].S(=O)(=O)(O)O.O. (10) The reactants are: [CH3:1][C:2]1([CH3:36])[CH2:7][NH:6][CH2:5][CH2:4][N:3]1[CH2:8][C:9]1[N:10]([CH3:35])[C:11]2[C:16]([N:17]=1)=[C:15]([N:18]1[CH2:23][CH2:22][O:21][CH2:20][CH2:19]1)[N:14]=[C:13]([N:24]1[C:28]3[CH:29]=[CH:30][CH:31]=[CH:32][C:27]=3[N:26]=[C:25]1[CH2:33][CH3:34])[N:12]=2.[C:37](O)(=[O:41])[C@@H:38]([CH3:40])[OH:39].CN(C(ON1N=NC2C=CC=NC1=2)=[N+](C)C)C.F[P-](F)(F)(F)(F)F.CCN(C(C)C)C(C)C. Given the product [CH2:33]([C:25]1[N:24]([C:13]2[N:12]=[C:11]3[C:16]([N:17]=[C:9]([CH2:8][N:3]4[CH2:4][CH2:5][N:6]([C:37](=[O:41])[C@H:38]([OH:39])[CH3:40])[CH2:7][C:2]4([CH3:1])[CH3:36])[N:10]3[CH3:35])=[C:15]([N:18]3[CH2:23][CH2:22][O:21][CH2:20][CH2:19]3)[N:14]=2)[C:28]2[CH:29]=[CH:30][CH:31]=[CH:32][C:27]=2[N:26]=1)[CH3:34], predict the reactants needed to synthesize it.